Dataset: Forward reaction prediction with 1.9M reactions from USPTO patents (1976-2016). Task: Predict the product of the given reaction. (1) Given the reactants [CH3:1][O:2][C:3](=[O:21])[C@@H:4]([NH:13][C:14]([O:16][C:17]([CH3:20])([CH3:19])[CH3:18])=[O:15])[CH2:5][C:6]1[CH:11]=[CH:10][C:9]([OH:12])=[CH:8][CH:7]=1.[N:22]1[CH:27]=[CH:26][C:25](B(O)O)=[CH:24][CH:23]=1.C(N(CC)CC)C, predict the reaction product. The product is: [CH3:1][O:2][C:3](=[O:21])[C@@H:4]([NH:13][C:14]([O:16][C:17]([CH3:18])([CH3:20])[CH3:19])=[O:15])[CH2:5][C:6]1[CH:11]=[CH:10][C:9]([O:12][C:25]2[CH:26]=[CH:27][N:22]=[CH:23][CH:24]=2)=[CH:8][CH:7]=1. (2) Given the reactants [CH3:1][O:2][C:3]1[CH:4]=[C:5]2[C:9](=[CH:10][CH:11]=1)[N:8](C)[CH:7]=[C:6]2[C:13]1[N:25]([CH2:26][O:27][CH2:28][CH2:29][Si:30]([CH3:33])([CH3:32])[CH3:31])[C:16]2=[N:17][CH:18]=[C:19]([CH2:21][NH:22][CH:23]=O)[N:20]=[C:15]2[CH:14]=1.[CH3:34]OC1C=CC(P2(SP(C3C=CC(OC)=CC=3)(=S)S2)=S)=CC=1, predict the reaction product. The product is: [CH3:1][O:2][C:3]1([CH3:34])[CH:11]=[CH:10][C:9]2[C:5]([C:6]([C:13]3[N:25]([CH2:26][O:27][CH2:28][CH2:29][Si:30]([CH3:33])([CH3:31])[CH3:32])[C:16]4[N:17]=[CH:18][C:19]5[N:20]([CH:23]=[N:22][CH:21]=5)[C:15]=4[CH:14]=3)=[CH:7][N:8]=2)=[CH:4]1. (3) Given the reactants [C:1](Cl)(=[O:3])[CH3:2].Cl.[NH:6]1[CH2:10][CH2:9][CH2:8][C@H:7]1[CH2:11][C:12]#[N:13].C(N(CC)CC)C.O, predict the reaction product. The product is: [C:1]([N:6]1[CH2:10][CH2:9][CH2:8][C@H:7]1[CH2:11][C:12]#[N:13])(=[O:3])[CH3:2]. (4) Given the reactants CC(OC(/N=N/C(OC(C)(C)C)=O)=O)(C)C.[F:17][C:18]1[C:23]([F:24])=[CH:22][CH:21]=[CH:20][C:19]=1[NH:25][C:26](=[O:48])[CH2:27][C:28]1[NH:32][N:31]=[C:30]([NH:33][C:34]2[C:43]3[C:38](=[CH:39][C:40]([O:45][CH2:46][CH3:47])=[CH:41][C:42]=3[OH:44])[N:37]=[CH:36][N:35]=2)[CH:29]=1.[Cl:49][CH2:50][CH2:51]O.C1(P(C2C=CC=CC=2)C2C=CC=CC=2)C=CC=CC=1, predict the reaction product. The product is: [Cl:49][CH2:50][CH2:51][O:44][C:42]1[CH:41]=[C:40]([O:45][CH2:46][CH3:47])[CH:39]=[C:38]2[C:43]=1[C:34]([NH:33][C:30]1[CH:29]=[C:28]([CH2:27][C:26]([NH:25][C:19]3[CH:20]=[CH:21][CH:22]=[C:23]([F:24])[C:18]=3[F:17])=[O:48])[NH:32][N:31]=1)=[N:35][CH:36]=[N:37]2. (5) Given the reactants [CH3:1][C@@H:2]1[CH2:4][C@H:3]1[C:5]([OH:7])=[O:6].[NH2:8][C@@H:9]([CH2:12][C:13]1[CH:18]=[CH:17][CH:16]=[CH:15][CH:14]=1)[CH2:10][OH:11], predict the reaction product. The product is: [CH3:1][C@@H:2]1[CH2:4][C@H:3]1[C:5]([OH:7])=[O:6].[NH2:8][C@@H:9]([CH2:12][C:13]1[CH:18]=[CH:17][CH:16]=[CH:15][CH:14]=1)[CH2:10][OH:11].[CH3:1][C@@H:2]1[CH2:4][C@H:3]1[C:5]([OH:7])=[O:6]. (6) The product is: [Cl:1][C:2]1[C:3]([CH:4]=[CH:20][N+:17]([O-:19])=[O:18])=[CH:6][CH:7]=[CH:8][C:9]=1[O:10][CH3:11]. Given the reactants [Cl:1][C:2]1[C:9]([O:10][CH3:11])=[CH:8][CH:7]=[CH:6][C:3]=1[CH:4]=O.C([O-])(=O)C.[NH4+].[N+:17]([CH3:20])([O-:19])=[O:18], predict the reaction product. (7) The product is: [NH2:11][C:5]1[C:6]2[N:7]([N:8]=[N:9][N:10]=2)[C:2]([CH3:1])=[C:3]([CH3:25])[C:4]=1[NH:14][CH2:15][CH2:16][NH:17][C:18](=[O:24])[O:19][C:20]([CH3:21])([CH3:22])[CH3:23]. Given the reactants [CH3:1][C:2]1[N:7]2[N:8]=[N:9][N:10]=[C:6]2[C:5]([N+:11]([O-])=O)=[C:4]([NH:14][CH2:15][CH2:16][NH:17][C:18](=[O:24])[O:19][C:20]([CH3:23])([CH3:22])[CH3:21])[C:3]=1[CH3:25].C1(C)C=CC=CC=1, predict the reaction product.